This data is from Catalyst prediction with 721,799 reactions and 888 catalyst types from USPTO. The task is: Predict which catalyst facilitates the given reaction. (1) Reactant: [Cl:1][C:2]1[CH:7]=[CH:6][C:5]([C:8]2([C:14]3[CH:19]=[CH:18][C:17](I)=[CH:16][CH:15]=3)[O:13][CH2:12][CH2:11][NH:10][CH2:9]2)=[CH:4][CH:3]=1.CC1(C)C(C)(C)OB([C:29]2[CH:30]=[N:31][NH:32][CH:33]=2)O1. Product: [Cl:1][C:2]1[CH:7]=[CH:6][C:5]([C:8]2([C:14]3[CH:19]=[CH:18][C:17]([C:29]4[CH:30]=[N:31][NH:32][CH:33]=4)=[CH:16][CH:15]=3)[O:13][CH2:12][CH2:11][NH:10][CH2:9]2)=[CH:4][CH:3]=1. The catalyst class is: 492. (2) Reactant: [H-].[Na+].[Br:3][C:4]1[CH:9]=[CH:8][CH:7]=[CH:6][C:5]=1[OH:10].CS(O[CH:16]1[CH2:20][CH2:19][N:18]([CH2:21][C:22]2[CH:27]=[CH:26][C:25]([F:28])=[CH:24][CH:23]=2)[CH2:17]1)(=O)=O. Product: [Br:3][C:4]1[CH:9]=[CH:8][CH:7]=[CH:6][C:5]=1[O:10][CH:20]1[CH2:16][CH2:17][N:18]([CH2:21][C:22]2[CH:27]=[CH:26][C:25]([F:28])=[CH:24][CH:23]=2)[CH2:19]1. The catalyst class is: 44. (3) Reactant: C1(P(=[CH:20][C:21]([O:23][CH3:24])=[O:22])(C2C=CC=CC=2)C2C=CC=CC=2)C=CC=CC=1.[CH2:25]([O:29][C:30]1[CH:31]=[C:32]([CH:35]=[CH:36][C:37]=1[I:38])[CH:33]=O)[CH2:26][CH2:27][CH3:28]. Product: [CH2:25]([O:29][C:30]1[CH:31]=[C:32](/[CH:33]=[CH:20]/[C:21]([O:23][CH3:24])=[O:22])[CH:35]=[CH:36][C:37]=1[I:38])[CH2:26][CH2:27][CH3:28]. The catalyst class is: 11. (4) Reactant: [Cl:1][C:2]1[CH:7]=[C:6]([N+:8]([O-:10])=[O:9])[CH:5]=[CH:4][C:3]=1[OH:11].Br[CH2:13][C:14]([O:16][CH2:17][CH3:18])=[O:15].C(=O)([O-])[O-].[K+].[K+]. Product: [CH2:17]([O:16][C:14](=[O:15])[CH2:13][O:11][C:3]1[CH:4]=[CH:5][C:6]([N+:8]([O-:10])=[O:9])=[CH:7][C:2]=1[Cl:1])[CH3:18]. The catalyst class is: 131. (5) Reactant: O[CH:2]([C:6]1[CH:11]=[CH:10][C:9]([CH:12]([CH3:14])[CH3:13])=[CH:8][CH:7]=1)[C:3]([OH:5])=[O:4].[CH3:15][C:16]1[CH:21]=[CH:20][C:19]([CH3:22])=[CH:18][C:17]=1O. Product: [CH:12]([C:9]1[CH:10]=[CH:11][C:6]([CH:2]2[C:17]3[C:16]([CH3:15])=[CH:21][CH:20]=[C:19]([CH3:22])[C:18]=3[O:5][C:3]2=[O:4])=[CH:7][CH:8]=1)([CH3:14])[CH3:13]. The catalyst class is: 195. (6) Reactant: [CH2:1]([N:8]1[C@H:12]2[CH2:13][CH2:14][CH2:15]S(=O)(=O)[CH2:17][C@@H:11]2[N:10]([CH2:20][C:21]2[CH:26]=[CH:25][CH:24]=[CH:23][CH:22]=2)[C:9]1=[O:27])[C:2]1[CH:7]=[CH:6][CH:5]=[CH:4][CH:3]=1.CC(O)(C)C.[OH-].[K+]. Product: [CH2:1]([N:8]1[C@H:12]2[CH2:13][CH2:14][CH:15]=[CH:17][C@@H:11]2[N:10]([CH2:20][C:21]2[CH:26]=[CH:25][CH:24]=[CH:23][CH:22]=2)[C:9]1=[O:27])[C:2]1[CH:7]=[CH:6][CH:5]=[CH:4][CH:3]=1. The catalyst class is: 53. (7) Reactant: [S:1](=[O:15])(=[O:14])([O:3][CH2:4][CH:5]([CH3:13])[CH2:6][C:7]1[CH:12]=[CH:11][CH:10]=[CH:9][CH:8]=1)[NH2:2].C1C=CC=CC=1.CC#N. Product: [CH3:13][C@@H:5]1[CH2:4][O:3][S:1](=[O:14])(=[O:15])[NH:2][C@H:6]1[C:7]1[CH:8]=[CH:9][CH:10]=[CH:11][CH:12]=1. The catalyst class is: 52.